From a dataset of Catalyst prediction with 721,799 reactions and 888 catalyst types from USPTO. Predict which catalyst facilitates the given reaction. (1) Reactant: [N:1]([C@@H:4]([C@H:19]([C:21]1[CH:26]=[CH:25][C:24]([Br:27])=[CH:23][CH:22]=1)[CH3:20])[C:5](N1[C@H](C2C=CC=CC=2)COC1=O)=[O:6])=[N+:2]=[N-:3].[OH2:28].OO.[OH-].[Li+]. Product: [N:1]([C@@H:4]([C@H:19]([C:21]1[CH:26]=[CH:25][C:24]([Br:27])=[CH:23][CH:22]=1)[CH3:20])[C:5]([OH:6])=[O:28])=[N+:2]=[N-:3]. The catalyst class is: 1. (2) Reactant: [C:1]1([C:7]([C:12]2[CH:17]=[CH:16][CH:15]=[CH:14][CH:13]=2)([CH3:11])[C:8](Cl)=[O:9])[CH:6]=[CH:5][CH:4]=[CH:3][CH:2]=1.[OH:18]/[N:19]=[C:20](/[C:22]1[CH:30]=[CH:29][C:25]2[O:26][CH2:27][O:28][C:24]=2[CH:23]=1)\[NH2:21].C(N(CC)CC)C. Product: [C:1]1([C:7]([C:12]2[CH:17]=[CH:16][CH:15]=[CH:14][CH:13]=2)([CH3:11])[C:8]([O:18]/[N:19]=[C:20](/[C:22]2[CH:30]=[CH:29][C:25]3[O:26][CH2:27][O:28][C:24]=3[CH:23]=2)\[NH2:21])=[O:9])[CH:6]=[CH:5][CH:4]=[CH:3][CH:2]=1. The catalyst class is: 1.